From a dataset of Catalyst prediction with 721,799 reactions and 888 catalyst types from USPTO. Predict which catalyst facilitates the given reaction. (1) Reactant: [F:1][C:2]1[CH:7]=[C:6]([O:8][CH2:9][C:10]2[CH:11]=[C:12]([C:16]3[C:21]([CH3:22])=[CH:20][C:19]([OH:23])=[CH:18][C:17]=3[CH3:24])[CH:13]=[CH:14][CH:15]=2)[CH:5]=[CH:4][C:3]=1[CH2:25][CH2:26][C:27]([O:29][CH2:30][CH3:31])=[O:28].[S:32]1[CH2:37][CH2:36][CH:35](O)[CH2:34][CH2:33]1.C1(P(C2C=CC=CC=2)C2C=CC=CC=2)C=CC=CC=1.N(C(OCC)=O)=NC(OCC)=O. Product: [CH3:22][C:21]1[CH:20]=[C:19]([O:23][CH:35]2[CH2:36][CH2:37][S:32][CH2:33][CH2:34]2)[CH:18]=[C:17]([CH3:24])[C:16]=1[C:12]1[CH:13]=[CH:14][CH:15]=[C:10]([CH2:9][O:8][C:6]2[CH:5]=[CH:4][C:3]([CH2:25][CH2:26][C:27]([O:29][CH2:30][CH3:31])=[O:28])=[C:2]([F:1])[CH:7]=2)[CH:11]=1. The catalyst class is: 7. (2) Reactant: [Br:1][C:2]1[CH:11]=[CH:10][CH:9]=[C:8]2[C:3]=1[CH:4]=[CH:5][NH:6][C:7]2=[O:12].[H-].[Na+].[CH2:15](I)[CH3:16].[Cl-].[NH4+]. Product: [Br:1][C:2]1[CH:11]=[CH:10][CH:9]=[C:8]2[C:3]=1[CH:4]=[CH:5][N:6]([CH2:15][CH3:16])[C:7]2=[O:12]. The catalyst class is: 3. (3) Reactant: Br[C:2]1[CH:7]=[CH:6][C:5]([C@@H:8]2[CH2:10][C@H:9]2[NH:11][C:12](=[O:18])[O:13][C:14]([CH3:17])([CH3:16])[CH3:15])=[CH:4][CH:3]=1.C(=O)([O-])[O-].[K+].[K+].[F:25][C:26]([F:37])([F:36])[C:27]1[CH:28]=[C:29](B(O)O)[CH:30]=[CH:31][CH:32]=1. Product: [F:25][C:26]([F:37])([F:36])[C:27]1[CH:32]=[C:31]([C:2]2[CH:7]=[CH:6][C:5]([C@@H:8]3[CH2:10][C@H:9]3[NH:11][C:12](=[O:18])[O:13][C:14]([CH3:17])([CH3:16])[CH3:15])=[CH:4][CH:3]=2)[CH:30]=[CH:29][CH:28]=1. The catalyst class is: 47.